Dataset: Forward reaction prediction with 1.9M reactions from USPTO patents (1976-2016). Task: Predict the product of the given reaction. Given the reactants [CH2:1]([C:3]1[C:4]([C:11]([O:13][CH2:14][C:15]2[CH:20]=[CH:19][CH:18]=[CH:17][CH:16]=2)=[O:12])=[C:5]([CH:9]=[O:10])[NH:6][C:7]=1I)[CH3:2].FC1C=CC(B(O)O)=CC=1.[CH3:31][C:32]1[O:36][C:35](B(O)O)=[CH:34][CH:33]=1, predict the reaction product. The product is: [CH2:1]([C:3]1[C:4]([C:11]([O:13][CH2:14][C:15]2[CH:20]=[CH:19][CH:18]=[CH:17][CH:16]=2)=[O:12])=[C:5]([CH:9]=[O:10])[NH:6][C:7]=1[C:35]1[O:36][C:32]([CH3:31])=[CH:33][CH:34]=1)[CH3:2].